Dataset: Full USPTO retrosynthesis dataset with 1.9M reactions from patents (1976-2016). Task: Predict the reactants needed to synthesize the given product. (1) Given the product [Br:1][C:2]1[CH:3]=[N:4][C:5]2[N:6]([N:8]=[C:9]([C:11]([N:16]3[CH2:17][CH2:18][C:19]4[S:23][C:22]([C:24]([F:25])([F:27])[F:26])=[CH:21][C:20]=4[CH:15]3[CH3:14])=[O:13])[CH:10]=2)[CH:7]=1, predict the reactants needed to synthesize it. The reactants are: [Br:1][C:2]1[CH:3]=[N:4][C:5]2[N:6]([N:8]=[C:9]([C:11]([OH:13])=O)[CH:10]=2)[CH:7]=1.[CH3:14][CH:15]1[C:20]2[CH:21]=[C:22]([C:24]([F:27])([F:26])[F:25])[S:23][C:19]=2[CH2:18][CH2:17][NH:16]1. (2) The reactants are: Br[C:2]1[N:7]=[C:6]([NH:8][CH2:9][C:10]2([C:16]#[N:17])[CH2:15][CH2:14][O:13][CH2:12][CH2:11]2)[CH:5]=[CH:4][CH:3]=1.[F:18][C:19]1[CH:24]=[C:23](B(O)O)[C:22]([F:28])=[CH:21][N:20]=1.C(=O)([O-])[O-].[Na+].[Na+]. Given the product [F:18][C:19]1[CH:24]=[C:23]([C:2]2[CH:3]=[CH:4][CH:5]=[C:6]([NH:8][CH2:9][C:10]3([C:16]#[N:17])[CH2:15][CH2:14][O:13][CH2:12][CH2:11]3)[N:7]=2)[C:22]([F:28])=[CH:21][N:20]=1, predict the reactants needed to synthesize it. (3) Given the product [Cl:1][C:2]1[CH:7]=[C:6]([Cl:8])[CH:5]=[CH:4][C:3]=1[C:9]1[C:14]([C:15]#[N:16])=[CH:13][C:12]2[N:11]([CH:19]=[N:18][N:17]=2)[CH:10]=1, predict the reactants needed to synthesize it. The reactants are: [Cl:1][C:2]1[CH:7]=[C:6]([Cl:8])[CH:5]=[CH:4][C:3]=1[C:9]1[C:14]([C:15]#[N:16])=[CH:13][C:12]([NH:17][NH2:18])=[N:11][CH:10]=1.[CH:19](O)=O. (4) Given the product [CH3:17][C:15]1[CH:16]=[C:11]([C:8]2[S:7][C:6]([C:2]3([NH:1][S:29](=[O:31])(=[O:30])[NH2:32])[CH2:3][O:4][CH2:5]3)=[N:10][CH:9]=2)[CH:12]=[C:13]([NH:18][C:19]2[N:24]=[C:23]([C:25]([F:28])([F:27])[F:26])[CH:22]=[CH:21][N:20]=2)[CH:14]=1, predict the reactants needed to synthesize it. The reactants are: [NH2:1][C:2]1([C:6]2[S:7][C:8]([C:11]3[CH:12]=[C:13]([NH:18][C:19]4[N:24]=[C:23]([C:25]([F:28])([F:27])[F:26])[CH:22]=[CH:21][N:20]=4)[CH:14]=[C:15]([CH3:17])[CH:16]=3)=[CH:9][N:10]=2)[CH2:5][O:4][CH2:3]1.[S:29](N)([NH2:32])(=[O:31])=[O:30].